Task: Predict the product of the given reaction.. Dataset: Forward reaction prediction with 1.9M reactions from USPTO patents (1976-2016) (1) Given the reactants [NH2:1][C@H:2]([C:10]([OH:12])=[O:11])[CH2:3][C:4]1[CH:9]=[CH:8][CH:7]=[CH:6][CH:5]=1.NC1C=CC(C[C@@H:19]([C:21]([OH:23])=O)[NH2:20])=CC=1.[CH:26]([OH:29])(C)[CH3:27], predict the reaction product. The product is: [OH:29][CH2:26][CH2:27][N:20]([CH2:19][CH2:21][OH:23])[C:7]1[CH:8]=[CH:9][C:4]([CH2:3][C@@H:2]([C:10]([OH:12])=[O:11])[NH2:1])=[CH:5][CH:6]=1. (2) The product is: [NH2:1][C@H:2]([C:6]([OH:8])=[O:7])[CH:3]([CH3:5])[CH3:4].[CH3:31][O:32][C:33]1[CH:34]=[CH:35][C:36]2[N:42]=[CH:41][CH:40]=[C:39]([C@H:43]([OH:54])[C@@H:44]3[N:49]4[CH2:50][C@H:51]([CH:52]=[CH2:53])[CH:46]([CH2:47][CH2:48]4)[CH2:45]3)[C:37]=2[CH:38]=1. Given the reactants [NH:1](C(OC(C)(C)C)=O)[C@H:2]([C:6]([OH:8])=[O:7])[CH:3]([CH3:5])[CH3:4].C1CCC(N=C=NC2CCCCC2)CC1.[CH3:31][O:32][C:33]1[CH:34]=[CH:35][C:36]2[N:42]=[CH:41][CH:40]=[C:39]([C@H:43]([OH:54])[C@@H:44]3[N:49]4[CH2:50][C@H:51]([CH:52]=[CH2:53])[CH:46]([CH2:47][CH2:48]4)[CH2:45]3)[C:37]=2[CH:38]=1.CO.ClCCl, predict the reaction product. (3) Given the reactants [OH:1][CH2:2][C@@H:3]([NH:12][C:13](=[O:19])[O:14][C:15]([CH3:18])([CH3:17])[CH3:16])[CH2:4][C:5]1[CH:10]=[CH:9][C:8]([OH:11])=[CH:7][CH:6]=1.CO[C:22](OC)([CH3:24])[CH3:23].O.C1(C)C=CC(S(O)(=O)=O)=CC=1.C(=O)([O-])O.[Na+], predict the reaction product. The product is: [OH:11][C:8]1[CH:9]=[CH:10][C:5]([CH2:4][C@H:3]2[CH2:2][O:1][C:22]([CH3:24])([CH3:23])[N:12]2[C:13]([O:14][C:15]([CH3:16])([CH3:18])[CH3:17])=[O:19])=[CH:6][CH:7]=1.